Dataset: Forward reaction prediction with 1.9M reactions from USPTO patents (1976-2016). Task: Predict the product of the given reaction. (1) Given the reactants [CH3:1][C:2]1([CH3:16])[C:6]([CH3:8])([CH3:7])[O:5][B:4]([C:9]2[CH:15]=[CH:14][C:12]([NH2:13])=[CH:11][CH:10]=2)[O:3]1.[F:17][C:18]1[CH:23]=[CH:22][CH:21]=[C:20]([N:24]=[C:25]=[O:26])[CH:19]=1, predict the reaction product. The product is: [F:17][C:18]1[CH:19]=[C:20]([NH:24][C:25]([NH:13][C:12]2[CH:14]=[CH:15][C:9]([B:4]3[O:3][C:2]([CH3:16])([CH3:1])[C:6]([CH3:7])([CH3:8])[O:5]3)=[CH:10][CH:11]=2)=[O:26])[CH:21]=[CH:22][CH:23]=1. (2) The product is: [CH3:1][B:10]([O:16][CH2:17][CH2:18][CH2:19][CH3:20])[O:11][CH2:12][CH2:13][CH2:14][CH3:15]. Given the reactants [CH3:1]B1OB(C)OB(C)O1.[B:10](OCCCC)([O:16][CH2:17][CH2:18][CH2:19][CH3:20])[O:11][CH2:12][CH2:13][CH2:14][CH3:15], predict the reaction product. (3) Given the reactants [CH2:1]([N:4]1[C:9](=[O:10])[C:8]2[C:11](=[O:18])[CH:12]([Cl:17])[C:13](=[O:16])[N:14]([CH3:15])[C:7]=2[C:6]([C:19]2[CH:24]=[CH:23][CH:22]=[C:21]([N+:25]([O-:27])=[O:26])[CH:20]=2)=[N:5]1)[CH:2]=[CH2:3].[S:28](Cl)([C:31]1[CH:37]=[CH:36][C:34]([CH3:35])=[CH:33][CH:32]=1)(=[O:30])=[O:29], predict the reaction product. The product is: [CH3:35][C:34]1[CH:36]=[CH:37][C:31]([S:28]([O:18][C:11]2[C:8]3[C:9](=[O:10])[N:4]([CH2:1][CH:2]=[CH2:3])[N:5]=[C:6]([C:19]4[CH:24]=[CH:23][CH:22]=[C:21]([N+:25]([O-:27])=[O:26])[CH:20]=4)[C:7]=3[N:14]([CH3:15])[C:13](=[O:16])[C:12]=2[Cl:17])(=[O:30])=[O:29])=[CH:32][CH:33]=1. (4) The product is: [Cl:1][C:2]1[CH:3]=[C:4]([C:8]2[N:9]=[C:10]([C:13]3[CH:18]=[CH:17][C:16]([NH2:19])=[CH:15][CH:14]=3)[O:11][CH:12]=2)[CH:5]=[CH:6][CH:7]=1. Given the reactants [Cl:1][C:2]1[CH:3]=[C:4]([C:8]2[N:9]=[C:10]([C:13]3[CH:18]=[CH:17][C:16]([N+:19]([O-])=O)=[CH:15][CH:14]=3)[O:11][CH:12]=2)[CH:5]=[CH:6][CH:7]=1.O.O.[Sn](Cl)Cl, predict the reaction product. (5) Given the reactants [OH:1][CH2:2][CH:3]([CH2:5][OH:6])[OH:4].O.[C:8]1(C)[CH:13]=CC(S(O)(=O)=O)=C[CH:9]=1, predict the reaction product. The product is: [CH3:9][C:8]1([CH3:13])[O:4][CH:3]([CH2:5][OH:6])[CH2:2][O:1]1. (6) Given the reactants Br[C:2]1[N:3]=[C:4]([NH:23][CH2:24][CH:25]([CH3:27])[CH3:26])[C:5]2[N:6]([C:8]([C:11]3[CH:22]=[CH:21][C:14]([C:15]([NH:17][CH:18]4[CH2:20][CH2:19]4)=[O:16])=[CH:13][CH:12]=3)=[CH:9][N:10]=2)[CH:7]=1.[S:28]1(=[O:35])(=[O:34])[CH2:33][CH2:32][CH2:31][CH2:30][NH:29]1.N1C=CC=CC=1C1C=CC=CN=1, predict the reaction product. The product is: [CH:18]1([NH:17][C:15](=[O:16])[C:14]2[CH:21]=[CH:22][C:11]([C:8]3[N:6]4[CH:7]=[C:2]([N:29]5[CH2:30][CH2:31][CH2:32][CH2:33][S:28]5(=[O:35])=[O:34])[N:3]=[C:4]([NH:23][CH2:24][CH:25]([CH3:27])[CH3:26])[C:5]4=[N:10][CH:9]=3)=[CH:12][CH:13]=2)[CH2:20][CH2:19]1. (7) Given the reactants [OH:1][C:2]([C:4](F)(F)F)=O.[F:8][C:9]1[CH:37]=[C:36]([F:38])[CH:35]=[CH:34][C:10]=1[O:11][CH:12]1[CH2:17][CH2:16][N:15]([C:18]2[N:19]=[C:20]3[CH2:33][CH2:32][NH:31][CH2:30][C:21]3=[N:22][C:23]=2[NH:24][C@H:25]([CH3:29])[CH2:26][O:27][CH3:28])[CH2:14][CH2:13]1.N1C=CC=CC=1.C(OC(=O)C)(=O)C, predict the reaction product. The product is: [F:8][C:9]1[CH:37]=[C:36]([F:38])[CH:35]=[CH:34][C:10]=1[O:11][CH:12]1[CH2:13][CH2:14][N:15]([C:18]2[N:19]=[C:20]3[CH2:33][CH2:32][N:31]([C:2](=[O:1])[CH3:4])[CH2:30][C:21]3=[N:22][C:23]=2[NH:24][C@H:25]([CH3:29])[CH2:26][O:27][CH3:28])[CH2:16][CH2:17]1. (8) Given the reactants [CH3:1][C:2]1[S:3][C:4]([CH3:33])=[C:5]([CH2:22][C:23]2[CH:28]=[CH:27][C:26]([C:29]([F:32])([F:31])[F:30])=[CH:25][CH:24]=2)[C:6]=1[C:7]([NH:9][C:10]1([C:13]2[CH:21]=[CH:20][C:16]([C:17]([OH:19])=[O:18])=[CH:15][CH:14]=2)[CH2:12][CH2:11]1)=[O:8].[OH-].[Na+:35], predict the reaction product. The product is: [CH3:1][C:2]1[S:3][C:4]([CH3:33])=[C:5]([CH2:22][C:23]2[CH:24]=[CH:25][C:26]([C:29]([F:31])([F:30])[F:32])=[CH:27][CH:28]=2)[C:6]=1[C:7]([NH:9][C:10]1([C:13]2[CH:21]=[CH:20][C:16]([C:17]([O-:19])=[O:18])=[CH:15][CH:14]=2)[CH2:12][CH2:11]1)=[O:8].[Na+:35]. (9) Given the reactants [C:1]1([C:7]2[C:13]3=[CH:14][NH:15][C:16]4[CH:17]=[CH:18][CH:19]=[C:11]([C:12]=43)[C:10](=[O:20])[NH:9][N:8]=2)C=CC=CC=1.N1C2C=CC=C(C(OC)=O)C=2C=C1.C(Cl)(=O)C.[Cl-].[Al+3].[Cl-].[Cl-].O.NN, predict the reaction product. The product is: [CH3:1][C:7]1[C:13]2=[CH:14][NH:15][C:16]3[CH:17]=[CH:18][CH:19]=[C:11]([C:12]=32)[C:10](=[O:20])[NH:9][N:8]=1. (10) The product is: [NH2:1][C:2]1[CH:3]=[C:4]([CH:5]=[CH:6][C:7]=1[O:8][CH3:9])[O:10][C:18]1[CH:19]=[CH:20][C:21]2[N:22]([CH:24]=[C:25]([NH:27][C:28]([CH:29]3[CH2:12][CH2:11]3)=[O:30])[N:26]=2)[N:23]=1. Given the reactants [NH2:1][C:2]1[CH:3]=[C:4]([OH:10])[CH:5]=[CH:6][C:7]=1[O:8][CH3:9].[CH3:11][C:12](C)([O-])C.[K+].I[C:18]1[CH:19]=[CH:20][C:21]2[N:22]([CH:24]=[C:25]([NH:27][C:28](=[O:30])[CH3:29])[N:26]=2)[N:23]=1.C(=O)([O-])[O-].[K+].[K+], predict the reaction product.